Dataset: TCR-epitope binding with 47,182 pairs between 192 epitopes and 23,139 TCRs. Task: Binary Classification. Given a T-cell receptor sequence (or CDR3 region) and an epitope sequence, predict whether binding occurs between them. (1) The epitope is KLSYGIATV. The TCR CDR3 sequence is CASSQETGLAGGYEQYF. Result: 1 (the TCR binds to the epitope). (2) The epitope is NLVPMVATV. The TCR CDR3 sequence is CASTLTVAGWTEAFF. Result: 1 (the TCR binds to the epitope). (3) The epitope is LLLGIGILV. The TCR CDR3 sequence is CASSLLSSYEQYF. Result: 0 (the TCR does not bind to the epitope). (4) The epitope is PROT_97E67BCC. The TCR CDR3 sequence is CASLGQANTGELFF. Result: 1 (the TCR binds to the epitope).